From a dataset of Full USPTO retrosynthesis dataset with 1.9M reactions from patents (1976-2016). Predict the reactants needed to synthesize the given product. (1) Given the product [C:3]([C:5]1[CH:10]=[C:9]([C@:11]2([O:29][C@H:28]([CH2:30][OH:31])[C@@H:23]([OH:24])[C@H:18]([OH:19])[C@H:13]2[OH:14])[OH:12])[CH:8]=[C:7]([CH2:35][C:36]2[CH:37]=[CH:38][C:39]([CH2:42][CH3:43])=[CH:40][CH:41]=2)[C:6]=1[CH3:44])#[N:4], predict the reactants needed to synthesize it. The reactants are: [OH-].[Na+].[C:3]([C:5]1[CH:10]=[C:9]([C@:11]2([O:29][C@H:28]([CH2:30][O:31]C(=O)C)[C@@H:23]([O:24]C(=O)C)[C@H:18]([O:19]C(=O)C)[C@H:13]2[O:14]C(=O)C)[OH:12])[CH:8]=[C:7]([CH2:35][C:36]2[CH:41]=[CH:40][C:39]([CH2:42][CH3:43])=[CH:38][CH:37]=2)[C:6]=1[CH3:44])#[N:4].Cl. (2) Given the product [Cl:8][C:9]1[CH:10]=[CH:11][C:12]([CH2:15][CH2:16][N:17]2[CH2:18][CH:37]3[C:38](=[O:39])[N:34]([C:29]4[CH:28]=[C:27]([Cl:26])[CH:32]=[C:31]([Cl:33])[CH:30]=4)[C:35](=[O:40])[CH:36]3[CH2:23]2)=[CH:13][CH:14]=1, predict the reactants needed to synthesize it. The reactants are: C(O)(C(F)(F)F)=O.[Cl:8][C:9]1[CH:14]=[CH:13][C:12]([CH2:15][CH2:16][N:17]([CH2:23]OC)[CH2:18][Si](C)(C)C)=[CH:11][CH:10]=1.[Cl:26][C:27]1[CH:28]=[C:29]([N:34]2[C:38](=[O:39])[CH2:37][CH2:36][C:35]2=[O:40])[CH:30]=[C:31]([Cl:33])[CH:32]=1. (3) The reactants are: F[C:2]1[CH:9]=[CH:8][C:7]([C:10]([F:13])([F:12])[F:11])=[CH:6][C:3]=1[C:4]#[N:5].Cl[C:15]1C=C(Cl)C=C(C)[C:16]=1[S:23](CC)(=O)=O. Given the product [CH2:16]([S:23][C:2]1[CH:9]=[CH:8][C:7]([C:10]([F:13])([F:12])[F:11])=[CH:6][C:3]=1[C:4]#[N:5])[CH3:15], predict the reactants needed to synthesize it. (4) Given the product [OH:37][C@@H:35]([CH3:36])[C:33]([N:1]1[CH2:2][CH2:3][CH:4]([NH:7][C:8]([C:10]2[C:14]3[N:15]=[CH:16][N:17]=[C:18]([C:19]4[CH:24]=[C:23]([O:25][CH3:26])[CH:22]=[CH:21][C:20]=4[O:27][CH2:28][CH:29]4[CH2:30][CH2:31]4)[C:13]=3[NH:12][CH:11]=2)=[O:9])[CH2:5][CH2:6]1)=[O:34], predict the reactants needed to synthesize it. The reactants are: [NH:1]1[CH2:6][CH2:5][CH:4]([NH:7][C:8]([C:10]2[C:14]3[N:15]=[CH:16][N:17]=[C:18]([C:19]4[CH:24]=[C:23]([O:25][CH3:26])[CH:22]=[CH:21][C:20]=4[O:27][CH2:28][CH:29]4[CH2:31][CH2:30]4)[C:13]=3[NH:12][CH:11]=2)=[O:9])[CH2:3][CH2:2]1.Cl[C:33]([C@@H:35]([O:37]C(=O)C)[CH3:36])=[O:34].